Dataset: CYP2D6 inhibition data for predicting drug metabolism from PubChem BioAssay. Task: Regression/Classification. Given a drug SMILES string, predict its absorption, distribution, metabolism, or excretion properties. Task type varies by dataset: regression for continuous measurements (e.g., permeability, clearance, half-life) or binary classification for categorical outcomes (e.g., BBB penetration, CYP inhibition). Dataset: cyp2d6_veith. (1) The result is 0 (non-inhibitor). The drug is Clc1cccc(SC2CCNCC2)n1. (2) The molecule is Cc1ccc(OC(=O)N2CCOCC2)cc1. The result is 0 (non-inhibitor). (3) The result is 0 (non-inhibitor). The drug is Cc1ccc(C(=O)Cn2nnc3c(sc4nc5c(c(-c6ccccc6)c43)CCC5)c2=O)cc1. (4) The drug is COc1ccc(-n2c(N)c(C(=O)NCc3ccco3)sc2=S)cc1. The result is 0 (non-inhibitor). (5) The molecule is CCc1nc(N[C@H](C(=O)O)C(C)CC)c2oc3ccccc3c2n1. The result is 0 (non-inhibitor). (6) The drug is COC(=O)[C@@]1(Cc2ccc(F)cc2)[C@H]2c3cc(C(=O)N4CCCC4)n(CCc4ccc(O)c(O)c4)c3C[C@H]2CN1C(=O)c1ccccc1. The result is 1 (inhibitor). (7) The molecule is O=C(O)C=Cc1ccc(Cn2ccnc2)cc1. The result is 1 (inhibitor).